From a dataset of Forward reaction prediction with 1.9M reactions from USPTO patents (1976-2016). Predict the product of the given reaction. (1) Given the reactants C(N(CC)C(C)C)(C)C.F[P-](F)(F)(F)(F)F.CN(C(ON1C2=NC=CC=C2N=N1)=[N+](C)C)C.[C:34]([O:38][C:39]([NH:41][CH2:42][C@H:43]1[CH2:48][CH2:47][C@H:46]([C:49]([NH:51][C@H:52]([C:70](=[O:88])[NH:71][C:72]2[CH:73]=[CH:74][C:75]3[N:79]=[C:78]([C:80]([F:86])([F:85])[C:81]([F:84])([F:83])[F:82])[NH:77][C:76]=3[CH:87]=2)[CH2:53][C:54]2[CH:55]=[C:56]([C:60]3[CH:65]=[CH:64][C:63]([C:66](O)=[O:67])=[CH:62][C:61]=3[CH3:69])[CH:57]=[CH:58][CH:59]=2)=[O:50])[CH2:45][CH2:44]1)=[O:40])([CH3:37])([CH3:36])[CH3:35].Cl.[NH2:90][C@@H:91]1[CH2:96][CH2:95][CH2:94][NH:93][C:92]1=[O:97], predict the reaction product. The product is: [CH3:69][C:61]1[CH:62]=[C:63]([C:66](=[O:67])[NH:90][C@@H:91]2[CH2:96][CH2:95][CH2:94][NH:93][C:92]2=[O:97])[CH:64]=[CH:65][C:60]=1[C:56]1[CH:57]=[CH:58][CH:59]=[C:54]([CH2:53][C@H:52]([NH:51][C:49]([C@H:46]2[CH2:45][CH2:44][C@H:43]([CH2:42][NH:41][C:39](=[O:40])[O:38][C:34]([CH3:35])([CH3:37])[CH3:36])[CH2:48][CH2:47]2)=[O:50])[C:70](=[O:88])[NH:71][C:72]2[CH:73]=[CH:74][C:75]3[N:79]=[C:78]([C:80]([F:85])([F:86])[C:81]([F:84])([F:83])[F:82])[NH:77][C:76]=3[CH:87]=2)[CH:55]=1. (2) The product is: [C:17]([O:21][C:22]([C:23]1[C:24]([O:28][CH2:29][C:30]2[CH:35]=[CH:34][CH:33]=[CH:32][CH:31]=2)=[C:25]([OH:26])[N:16]=[C:14]([CH2:13][C:8]2([C:5]3[CH:4]=[CH:3][C:2]([Br:1])=[CH:7][CH:6]=3)[CH2:12][CH2:11][CH2:10][CH2:9]2)[N:15]=1)=[O:37])([CH3:20])([CH3:18])[CH3:19]. Given the reactants [Br:1][C:2]1[CH:7]=[CH:6][C:5]([C:8]2([CH2:13][C:14]([NH2:16])=[NH:15])[CH2:12][CH2:11][CH2:10][CH2:9]2)=[CH:4][CH:3]=1.[C:17]([O:21][C:22](=[O:37])/[C:23](/O)=[C:24](\[O:28][CH2:29][C:30]1[CH:35]=[CH:34][CH:33]=[CH:32][CH:31]=1)/[C:25](O)=[O:26])([CH3:20])([CH3:19])[CH3:18].C[O-].[Na+], predict the reaction product. (3) The product is: [NH2:23][C:24]1[CH:29]=[CH:28][C:27]([C:13]2[N:14]=[C:9]([N:3]3[CH2:4][CH:5]4[O:8][CH:1]([CH2:7][CH2:6]4)[CH2:2]3)[N:10]=[C:11]([N:16]3[CH2:21][CH2:20][C:19](=[O:22])[CH2:18][CH2:17]3)[N:12]=2)=[CH:26][CH:25]=1. Given the reactants [CH:1]12[O:8][CH:5]([CH2:6][CH2:7]1)[CH2:4][N:3]([C:9]1[N:14]=[C:13](Cl)[N:12]=[C:11]([N:16]3[CH2:21][CH2:20][C:19](=[O:22])[CH2:18][CH2:17]3)[N:10]=1)[CH2:2]2.[NH2:23][C:24]1[CH:29]=[CH:28][C:27](B(O)O)=[CH:26][CH:25]=1.C(O)C.C1(C)C=CC=CC=1, predict the reaction product. (4) Given the reactants [Cl:1][C:2]1[CH:7]=[CH:6][N:5]=[C:4]([CH2:8][NH:9][C:10]2[O:11][C:12]3[C:18]([O:19][CH3:20])=[CH:17][C:16]([C:21]([OH:23])=O)=[CH:15][C:13]=3[N:14]=2)[CH:3]=1.[CH3:24][C:25]1([CH3:34])[CH2:30][NH:29][C@H:28]([CH2:31][CH2:32][OH:33])[CH2:27][O:26]1.C(N(CC)C(C)C)(C)C.CN(C(ON1N=NC2C=CC=NC1=2)=[N+](C)C)C.F[P-](F)(F)(F)(F)F, predict the reaction product. The product is: [Cl:1][C:2]1[CH:7]=[CH:6][N:5]=[C:4]([CH2:8][NH:9][C:10]2[O:11][C:12]3[C:18]([O:19][CH3:20])=[CH:17][C:16]([C:21]([N:29]4[C@H:28]([CH2:31][CH2:32][OH:33])[CH2:27][O:26][C:25]([CH3:34])([CH3:24])[CH2:30]4)=[O:23])=[CH:15][C:13]=3[N:14]=2)[CH:3]=1. (5) Given the reactants [NH2:1][CH:2]1[C:11]2[C:6](=[CH:7][CH:8]=[CH:9][CH:10]=2)[CH2:5][N:4]([C:12]([O:14][C:15]([CH3:18])([CH3:17])[CH3:16])=[O:13])[CH2:3]1.[CH3:19][CH:20]([CH3:23])[CH:21]=O.C(O[BH-](OC(=O)C)OC(=O)C)(=O)C.[Na+].C(=O)([O-])O.[Na+], predict the reaction product. The product is: [CH3:19][CH:20]([CH3:23])[CH2:21][NH:1][CH:2]1[C:11]2[C:6](=[CH:7][CH:8]=[CH:9][CH:10]=2)[CH2:5][N:4]([C:12]([O:14][C:15]([CH3:18])([CH3:17])[CH3:16])=[O:13])[CH2:3]1. (6) Given the reactants CN([P+](ON1N=NC2C=CC=CC1=2)(N(C)C)N(C)C)C.F[P-](F)(F)(F)(F)F.[NH2:28][CH:29]1[CH2:36][CH:35]2[CH2:37][C:31]([C:48]3[CH:53]=[CH:52][CH:51]=[C:50]([OH:54])[CH:49]=3)([CH:32]([CH3:47])[CH2:33][N:34]2[CH2:38][CH2:39][CH2:40][C:41]2[CH:46]=[CH:45][CH:44]=[CH:43][CH:42]=2)[CH2:30]1.Cl.[CH3:56][N:57]([CH3:64])[CH2:58][CH2:59][CH2:60][C:61](O)=[O:62].C(N(CC)CC)C, predict the reaction product. The product is: [CH3:56][N:57]([CH3:64])[CH2:58][CH2:59][CH2:60][C:61]([NH:28][C@H:29]1[CH2:36][C@H:35]2[CH2:37][C@:31]([C:48]3[CH:53]=[CH:52][CH:51]=[C:50]([OH:54])[CH:49]=3)([C@H:32]([CH3:47])[CH2:33][N:34]2[CH2:38][CH2:39][CH2:40][C:41]2[CH:42]=[CH:43][CH:44]=[CH:45][CH:46]=2)[CH2:30]1)=[O:62]. (7) Given the reactants [N:1]([C@:4]12[CH2:39][CH2:38][C@@H:37]([C:40]([CH3:42])=[CH2:41])[C@@H:5]1[C@@H:6]1[C@@:19]([CH3:22])([CH2:20][CH2:21]2)[C@@:18]2([CH3:23])[C@@H:9]([C@:10]3([CH3:36])[C@@H:15]([CH2:16][CH2:17]2)[C:14]([CH3:25])([CH3:24])[C:13]([C:26]2[CH:35]=[CH:34][C:29]([C:30]([O:32]C)=[O:31])=[CH:28][CH:27]=2)=[CH:12][CH2:11]3)[CH2:8][CH2:7]1)=[C:2]=[O:3].CN(C)CCNC(=O)N[C@]12CC[C@@H](C(C)=C)[C@@H]1[C@@H]1[C@@](C)(CC2)[C@@]2(C)[C@@H]([C@]3(C)[C@@H](CC2)C(C)(C)C(C2C=CC(C(O)=O)=CC=2)=CC3)CC1.[CH3:90][N:91]([CH3:103])[C@H:92]1[C@H:96]([N:97]2[CH2:102][CH2:101][NH:100][CH2:99][CH2:98]2)[CH2:95][O:94][CH2:93]1, predict the reaction product. The product is: [CH3:90][N:91]([CH3:103])[C@@H:92]1[CH2:93][O:94][CH2:95][C@H:96]1[N:97]1[CH2:102][CH2:101][N:100]([C:2]([NH:1][C@:4]23[CH2:39][CH2:38][C@@H:37]([C:40]([CH3:42])=[CH2:41])[C@@H:5]2[C@@H:6]2[C@@:19]([CH3:22])([CH2:20][CH2:21]3)[C@@:18]3([CH3:23])[C@@H:9]([C@:10]4([CH3:36])[C@@H:15]([CH2:16][CH2:17]3)[C:14]([CH3:24])([CH3:25])[C:13]([C:26]3[CH:27]=[CH:28][C:29]([C:30]([OH:32])=[O:31])=[CH:34][CH:35]=3)=[CH:12][CH2:11]4)[CH2:8][CH2:7]2)=[O:3])[CH2:99][CH2:98]1. (8) Given the reactants [Br:1][C:2]1[CH:7]=[CH:6][C:5]([CH2:8][CH2:9][OH:10])=[CH:4][CH:3]=1.[Cl:11][C:12]1[CH:17]=[C:16]([CH3:18])[CH:15]=[C:14]([Cl:19])[C:13]=1O.N(C(N1CCCCC1)=O)=NC(N1CCCCC1)=O.C(P(CCCC)CCCC)CCC, predict the reaction product. The product is: [Br:1][C:2]1[CH:7]=[CH:6][C:5]([CH2:8][CH2:9][O:10][C:13]2[C:12]([Cl:11])=[CH:17][C:16]([CH3:18])=[CH:15][C:14]=2[Cl:19])=[CH:4][CH:3]=1. (9) Given the reactants [Cl:1][C:2]1[CH:27]=[CH:26][C:5]([C:6]([NH:8][CH:9]([C:20]2[CH:25]=[CH:24][CH:23]=[CH:22][CH:21]=2)[CH2:10][CH2:11][NH:12]C(=O)OC(C)(C)C)=[O:7])=[CH:4][C:3]=1[NH:28][C:29]([C:31]1[C:41](=[O:42])[NH:40][C:34]2[N:35]=[C:36]([CH3:39])[N:37]=[CH:38][C:33]=2[CH:32]=1)=[O:30].Cl, predict the reaction product. The product is: [ClH:1].[NH2:12][CH2:11][CH2:10][CH:9]([NH:8][C:6]([C:5]1[CH:26]=[CH:27][C:2]([Cl:1])=[C:3]([NH:28][C:29]([C:31]2[C:41](=[O:42])[NH:40][C:34]3[N:35]=[C:36]([CH3:39])[N:37]=[CH:38][C:33]=3[CH:32]=2)=[O:30])[CH:4]=1)=[O:7])[C:20]1[CH:21]=[CH:22][CH:23]=[CH:24][CH:25]=1.